Dataset: NCI-60 drug combinations with 297,098 pairs across 59 cell lines. Task: Regression. Given two drug SMILES strings and cell line genomic features, predict the synergy score measuring deviation from expected non-interaction effect. (1) Drug 1: CN1CCC(CC1)COC2=C(C=C3C(=C2)N=CN=C3NC4=C(C=C(C=C4)Br)F)OC. Drug 2: CCC(=C(C1=CC=CC=C1)C2=CC=C(C=C2)OCCN(C)C)C3=CC=CC=C3.C(C(=O)O)C(CC(=O)O)(C(=O)O)O. Cell line: U251. Synergy scores: CSS=2.99, Synergy_ZIP=-1.14, Synergy_Bliss=-0.793, Synergy_Loewe=-7.40, Synergy_HSA=-1.08. (2) Drug 1: CC1C(C(CC(O1)OC2CC(OC(C2O)C)OC3=CC4=CC5=C(C(=O)C(C(C5)C(C(=O)C(C(C)O)O)OC)OC6CC(C(C(O6)C)O)OC7CC(C(C(O7)C)O)OC8CC(C(C(O8)C)O)(C)O)C(=C4C(=C3C)O)O)O)O. Drug 2: CC1CCC2CC(C(=CC=CC=CC(CC(C(=O)C(C(C(=CC(C(=O)CC(OC(=O)C3CCCCN3C(=O)C(=O)C1(O2)O)C(C)CC4CCC(C(C4)OC)O)C)C)O)OC)C)C)C)OC. Cell line: UO-31. Synergy scores: CSS=45.6, Synergy_ZIP=3.29, Synergy_Bliss=3.91, Synergy_Loewe=4.04, Synergy_HSA=4.83.